From a dataset of Full USPTO retrosynthesis dataset with 1.9M reactions from patents (1976-2016). Predict the reactants needed to synthesize the given product. (1) Given the product [NH:9]1[CH:13]=[C:12]([CH2:14][CH2:15][CH2:16][C:17]([NH:19][CH:20]2[CH2:25][CH2:24][N:23]([C:26]([O:28][CH2:29][C:30]3[CH:35]=[C:34]([C:36]#[N:37])[CH:33]=[C:32]([Cl:38])[CH:31]=3)=[O:27])[CH2:22][CH2:21]2)=[O:18])[N:11]=[N:10]1, predict the reactants needed to synthesize it. The reactants are: C(OC[N:9]1[CH:13]=[C:12]([CH2:14][CH2:15][CH2:16][C:17]([NH:19][CH:20]2[CH2:25][CH2:24][N:23]([C:26]([O:28][CH2:29][C:30]3[CH:35]=[C:34]([C:36]#[N:37])[CH:33]=[C:32]([Cl:38])[CH:31]=3)=[O:27])[CH2:22][CH2:21]2)=[O:18])[N:11]=[N:10]1)(=O)C(C)(C)C.[OH-].[Na+].Cl.CCOC(C)=O. (2) Given the product [O:25]1[C:29]2[CH:30]=[CH:31][C:32]([CH:34]([OH:38])[CH2:35][N:36]([CH2:20][C:18]3[S:19][C:12]4[C:11](=[O:22])[C:10]([C:8]([NH:7][CH2:6][C:5]5[CH:23]=[CH:24][C:2]([Cl:1])=[CH:3][CH:4]=5)=[O:9])=[CH:15][N:14]([CH3:16])[C:13]=4[CH:17]=3)[CH3:37])=[CH:33][C:28]=2[O:27][CH2:26]1, predict the reactants needed to synthesize it. The reactants are: [Cl:1][C:2]1[CH:24]=[CH:23][C:5]([CH2:6][NH:7][C:8]([C:10]2[C:11](=[O:22])[C:12]3[S:19][C:18]([CH2:20]Cl)=[CH:17][C:13]=3[N:14]([CH3:16])[CH:15]=2)=[O:9])=[CH:4][CH:3]=1.[O:25]1[C:29]2[CH:30]=[CH:31][C:32]([CH:34]([OH:38])[CH2:35][NH:36][CH3:37])=[CH:33][C:28]=2[O:27][CH2:26]1.C(N(C(C)C)CC)(C)C. (3) Given the product [C:50]([O:54][C:55](=[O:64])[NH:56][CH2:57][C@@H:58]1[CH2:63][CH2:62][CH2:61][CH2:60][N:59]1[C:9]([C:7]1[N:8]=[C:4]([CH:1]2[CH2:2][CH2:3]2)[S:5][C:6]=1[C:12]1[CH:17]=[CH:16][CH:15]=[CH:14][C:13]=1[F:18])=[O:11])([CH3:53])([CH3:51])[CH3:52], predict the reactants needed to synthesize it. The reactants are: [CH:1]1([C:4]2[S:5][C:6]([C:12]3[CH:17]=[CH:16][CH:15]=[CH:14][C:13]=3[F:18])=[C:7]([C:9]([OH:11])=O)[N:8]=2)[CH2:3][CH2:2]1.CN(C(ON1N=NC2C=CC=CC1=2)=[N+](C)C)C.[B-](F)(F)(F)F.CCN(C(C)C)C(C)C.[C:50]([O:54][C:55](=[O:64])[NH:56][CH2:57][C@@H:58]1[CH2:63][CH2:62][CH2:61][CH2:60][NH:59]1)([CH3:53])([CH3:52])[CH3:51]. (4) Given the product [Cl:13][C:6]1[C:2]([CH3:1])=[C:3]([C:8]([O:10][CH2:11][CH3:12])=[O:9])[NH:4][C:5]=1[CH3:7], predict the reactants needed to synthesize it. The reactants are: [CH3:1][C:2]1[CH:6]=[C:5]([CH3:7])[NH:4][C:3]=1[C:8]([O:10][CH2:11][CH3:12])=[O:9].[Cl:13]N1C(=O)CCC1=O. (5) The reactants are: [N:1]1([C:7]([N:9]2[CH2:14][CH:13]([C:15]3[CH:20]=[CH:19][C:18]([C:21]([F:24])([F:23])[F:22])=[CH:17][CH:16]=3)[CH2:12][CH:11]([C:25](O)=[O:26])[CH2:10]2)=[O:8])[CH2:6][CH2:5][O:4][CH2:3][CH2:2]1.O[NH:29][C:30]([CH:32]1[CH2:35][CH2:34][CH2:33]1)=[NH:31]. Given the product [CH:32]1([C:30]2[N:31]=[C:25]([CH:11]3[CH2:12][CH:13]([C:15]4[CH:20]=[CH:19][C:18]([C:21]([F:24])([F:23])[F:22])=[CH:17][CH:16]=4)[CH2:14][N:9]([C:7]([N:1]4[CH2:2][CH2:3][O:4][CH2:5][CH2:6]4)=[O:8])[CH2:10]3)[O:26][N:29]=2)[CH2:35][CH2:34][CH2:33]1, predict the reactants needed to synthesize it. (6) Given the product [CH:16]1([C@@H:19]([NH:28][S@@:29]([C:31]([CH3:34])([CH3:33])[CH3:32])=[O:30])[CH2:20][C:21](=[O:27])[C:22](=[N+:13]=[N-:14])[C:23]([O:25][CH3:26])=[O:24])[CH2:18][CH2:17]1, predict the reactants needed to synthesize it. The reactants are: C(C1C=CC(S([N:13]=[N+:14]=[N-])(=O)=O)=CC=1)(O)=O.[CH:16]1([C@@H:19]([NH:28][S@@:29]([C:31]([CH3:34])([CH3:33])[CH3:32])=[O:30])[CH2:20][C:21](=[O:27])[CH2:22][C:23]([O:25][CH3:26])=[O:24])[CH2:18][CH2:17]1. (7) Given the product [F:27][C:24]1[CH:25]=[CH:26][C:21]([CH2:20][CH2:19][CH2:18][S:7][C:8]2[N:16]=[CH:15][CH:14]=[CH:13][C:9]=2[C:10]([OH:12])=[O:11])=[CH:22][CH:23]=1, predict the reactants needed to synthesize it. The reactants are: C([O-])([O-])=O.[K+].[K+].[SH:7][C:8]1[N:16]=[CH:15][CH:14]=[CH:13][C:9]=1[C:10]([OH:12])=[O:11].Br[CH2:18][CH2:19][CH2:20][C:21]1[CH:26]=[CH:25][C:24]([F:27])=[CH:23][CH:22]=1.C(O)(=O)C. (8) The reactants are: [Cl:1][C:2]1[N:7]=[N:6][C:5]([NH2:8])=[CH:4][C:3]=1[CH2:9][CH3:10].ClC1C(CC)=C(N)N=NC=1.C([O-])(O)=O.[Na+].[Br:26]Br. Given the product [Br:26][C:4]1[C:3]([CH2:9][CH3:10])=[C:2]([Cl:1])[N:7]=[N:6][C:5]=1[NH2:8], predict the reactants needed to synthesize it. (9) Given the product [CH3:18][C:14]1[C:13]([CH:4]([OH:5])[CH3:3])=[N:12][CH:17]=[CH:16][CH:15]=1, predict the reactants needed to synthesize it. The reactants are: CN(C)[CH2:3][CH2:4][OH:5].C([Li])CCC.[N:12]1[CH:17]=[CH:16][CH:15]=[C:14]([CH3:18])[CH:13]=1.C(=O)C.